This data is from Catalyst prediction with 721,799 reactions and 888 catalyst types from USPTO. The task is: Predict which catalyst facilitates the given reaction. (1) Reactant: [CH:1]([N:4]1[C:8]2[N:9]=[C:10](OS(C(F)(F)F)(=O)=O)[CH:11]=[C:12]([C:13]([O:15][CH2:16][CH3:17])=[O:14])[C:7]=2[CH:6]=[N:5]1)([CH3:3])[CH3:2].[OH:26][CH2:27][C:28]1[CH:29]=[C:30](B(O)O)[CH:31]=[CH:32][CH:33]=1.C([O-])([O-])=O.[Na+].[Na+]. Product: [OH:26][CH2:27][C:28]1[CH:33]=[C:32]([C:10]2[CH:11]=[C:12]([C:13]([O:15][CH2:16][CH3:17])=[O:14])[C:7]3[CH:6]=[N:5][N:4]([CH:1]([CH3:3])[CH3:2])[C:8]=3[N:9]=2)[CH:31]=[CH:30][CH:29]=1. The catalyst class is: 77. (2) Reactant: [Cl:1][C:2]1[CH:3]=[CH:4][C:5]2[N:11]3[C:12]([CH:15]([CH3:17])[CH3:16])=[N:13][N:14]=[C:10]3[CH:9]([CH2:18][C:19]3[O:20][C:21]([CH2:24][CH2:25][C:26]([O:28]C)=[O:27])=[CH:22][N:23]=3)[CH2:8][CH:7]([C:30]3[CH:35]=[CH:34][CH:33]=[C:32]([O:36][CH3:37])[C:31]=3[O:38][CH3:39])[C:6]=2[CH:40]=1.C(=O)([O-])[O-].[K+].[K+].Cl. Product: [Cl:1][C:2]1[CH:3]=[CH:4][C:5]2[N:11]3[C:12]([CH:15]([CH3:16])[CH3:17])=[N:13][N:14]=[C:10]3[CH:9]([CH2:18][C:19]3[O:20][C:21]([CH2:24][CH2:25][C:26]([OH:28])=[O:27])=[CH:22][N:23]=3)[CH2:8][CH:7]([C:30]3[CH:35]=[CH:34][CH:33]=[C:32]([O:36][CH3:37])[C:31]=3[O:38][CH3:39])[C:6]=2[CH:40]=1. The catalyst class is: 193.